Dataset: Reaction yield outcomes from USPTO patents with 853,638 reactions. Task: Predict the reaction yield, written as a fraction of the theoretical maximum amount of product (1.0 means a 100% yield; for example, 0.34 means a 34% yield). (1) The product is [C:1]([O:5][C:6]([NH:8][C@:9]12[CH2:45][CH2:44][C@@H:43]([C:46]([CH2:48][OH:47])=[CH2:49])[C@@H:10]1[C@@H:11]1[C@@:24]([CH3:27])([CH2:25][CH2:26]2)[C@@:23]2([CH3:28])[C@@H:14]([C@:15]3([CH3:42])[C@@H:20]([CH2:21][CH2:22]2)[C:19]([CH3:30])([CH3:29])[C:18]([C:31]2[CH:40]=[CH:39][C:34]([C:35]([O:37][CH3:38])=[O:36])=[C:33]([F:41])[CH:32]=2)=[CH:17][CH2:16]3)[CH2:13][CH2:12]1)=[O:7])([CH3:2])([CH3:3])[CH3:4]. The yield is 0.150. The reactants are [C:1]([O:5][C:6]([NH:8][C@:9]12[CH2:45][CH2:44][C@@H:43]([C:46]3([CH3:49])[CH2:48][O:47]3)[C@@H:10]1[C@@H:11]1[C@@:24]([CH3:27])([CH2:25][CH2:26]2)[C@@:23]2([CH3:28])[C@@H:14]([C@:15]3([CH3:42])[C@@H:20]([CH2:21][CH2:22]2)[C:19]([CH3:30])([CH3:29])[C:18]([C:31]2[CH:40]=[CH:39][C:34]([C:35]([O:37][CH3:38])=[O:36])=[C:33]([F:41])[CH:32]=2)=[CH:17][CH2:16]3)[CH2:13][CH2:12]1)=[O:7])([CH3:4])([CH3:3])[CH3:2].Cl. The catalyst is C1COCC1. (2) The reactants are [H-].[H-].[H-].[H-].[Li+].[Al+3].[CH3:7][O:8][C:9]1[CH:26]=[C:25]([O:27][CH3:28])[CH:24]=[CH:23][C:10]=1[CH2:11][N:12]1[C@@H:21]2[C@H:16]([CH2:17][CH2:18][CH2:19][CH2:20]2)[NH:15][C:14](=O)[CH2:13]1. The catalyst is C1COCC1. The product is [CH3:7][O:8][C:9]1[CH:26]=[C:25]([O:27][CH3:28])[CH:24]=[CH:23][C:10]=1[CH2:11][N:12]1[C@@H:21]2[C@H:16]([CH2:17][CH2:18][CH2:19][CH2:20]2)[NH:15][CH2:14][CH2:13]1. The yield is 0.254. (3) The reactants are [CH3:1][O:2][C:3]1[CH:10]=[CH:9][C:6]([CH:7]=O)=[CH:5][C:4]=1[C:11]1[S:12][CH:13]=[CH:14][CH:15]=1.[C:16]([C:19]1[CH:27]=[CH:26][C:22]([C:23]([OH:25])=[O:24])=[CH:21][CH:20]=1)(=[O:18])[CH3:17]. No catalyst specified. The product is [CH3:1][O:2][C:3]1[CH:10]=[CH:9][C:6](/[CH:7]=[CH:17]/[C:16]([C:19]2[CH:27]=[CH:26][C:22]([C:23]([OH:25])=[O:24])=[CH:21][CH:20]=2)=[O:18])=[CH:5][C:4]=1[C:11]1[S:12][CH:13]=[CH:14][CH:15]=1. The yield is 0.710. (4) The product is [CH2:22]([O:1][C:2]1[C:3]([O:14][CH2:11][CH2:22][CH2:23][CH2:24][CH2:25][CH2:26][CH2:27][CH2:28]/[CH:29]=[CH:30]\[CH2:31][CH2:32][CH2:33][CH2:34][CH2:35][CH2:36][CH2:37][CH3:38])=[C:4]([CH:7]=[CH:8][CH:9]=1)[CH:5]=[O:6])[CH2:23][CH2:24][CH2:25][CH2:26][CH2:27][CH2:28][CH2:29]/[CH:30]=[CH:31]\[CH2:32][CH2:33][CH2:34][CH2:35][CH2:36][CH2:37][CH2:38][CH3:39]. The catalyst is COCCOCCOC. The yield is 0.890. The reactants are [OH:1][C:2]1[CH:3]=[C:4]([CH:7]=[CH:8][C:9]=1O)[CH:5]=[O:6].[C:11](=[O:14])([O-])[O-].[Cs+].[Cs+].S(O[CH2:22][CH2:23][CH2:24][CH2:25][CH2:26][CH2:27][CH2:28][CH2:29]/[CH:30]=[CH:31]\[CH2:32][CH2:33][CH2:34][CH2:35][CH2:36][CH2:37][CH2:38][CH3:39])(=O)(=O)C. (5) The reactants are [C:1]([C:3]1[C:4]([C:18]([F:21])([F:20])[F:19])=[C:5]2[C:9](=[CH:10][CH:11]=1)[N:8]([CH:12]([CH3:17])[C:13]([O:15]C)=[O:14])[CH:7]=[CH:6]2)#[N:2].[OH-].[Na+]. The catalyst is C1COCC1.CO. The product is [C:1]([C:3]1[C:4]([C:18]([F:21])([F:20])[F:19])=[C:5]2[C:9](=[CH:10][CH:11]=1)[N:8]([CH:12]([CH3:17])[C:13]([OH:15])=[O:14])[CH:7]=[CH:6]2)#[N:2]. The yield is 0.990.